From a dataset of Forward reaction prediction with 1.9M reactions from USPTO patents (1976-2016). Predict the product of the given reaction. (1) Given the reactants [O:1]1[CH:5]=[CH:4][CH:3]=[C:2]1[C:6]1[O:7][C:8]([CH3:37])=[C:9]([CH2:11][O:12][C:13]2[CH:36]=[CH:35][C:16]([CH2:17][C:18]3[O:19][C:20]([C:29]4[CH:34]=[CH:33][CH:32]=[CH:31][CH:30]=4)=[C:21]([CH2:23][CH2:24][C:25]([O:27]C)=[O:26])[N:22]=3)=[CH:15][CH:14]=2)[N:10]=1.O.[OH-].[Li+].O1CCCC1.Cl, predict the reaction product. The product is: [O:1]1[CH:5]=[CH:4][CH:3]=[C:2]1[C:6]1[O:7][C:8]([CH3:37])=[C:9]([CH2:11][O:12][C:13]2[CH:14]=[CH:15][C:16]([CH2:17][C:18]3[O:19][C:20]([C:29]4[CH:34]=[CH:33][CH:32]=[CH:31][CH:30]=4)=[C:21]([CH2:23][CH2:24][C:25]([OH:27])=[O:26])[N:22]=3)=[CH:35][CH:36]=2)[N:10]=1. (2) Given the reactants [C:1]([O:5][C:6]([N:8]1[CH2:13][CH:12]=[C:11](OS(C(F)(F)F)(=O)=O)[CH2:10][CH2:9]1)=[O:7])([CH3:4])([CH3:3])[CH3:2].[Cl:22][C:23]1[CH:28]=[CH:27][C:26](B(O)O)=[C:25]([CH2:32][CH2:33][O:34][Si:35]([CH:42]([CH3:44])[CH3:43])([CH:39]([CH3:41])[CH3:40])[CH:36]([CH3:38])[CH3:37])[CH:24]=1.[Li+].[Cl-].C([O-])([O-])=O.[Na+].[Na+], predict the reaction product. The product is: [C:1]([O:5][C:6]([N:8]1[CH2:13][CH:12]=[C:11]([C:26]2[CH:27]=[CH:28][C:23]([Cl:22])=[CH:24][C:25]=2[CH2:32][CH2:33][O:34][Si:35]([CH:39]([CH3:41])[CH3:40])([CH:36]([CH3:38])[CH3:37])[CH:42]([CH3:43])[CH3:44])[CH2:10][CH2:9]1)=[O:7])([CH3:4])([CH3:3])[CH3:2]. (3) Given the reactants [CH:1]1([N:4]2[CH2:9][CH2:8][N:7]3[N:10]=[C:11]([N+:13]([O-])=O)[CH:12]=[C:6]3[CH2:5]2)[CH2:3][CH2:2]1.[NH4+].[Cl-], predict the reaction product. The product is: [CH:1]1([N:4]2[CH2:9][CH2:8][N:7]3[N:10]=[C:11]([NH2:13])[CH:12]=[C:6]3[CH2:5]2)[CH2:3][CH2:2]1. (4) Given the reactants [CH2:1]([OH:19])[CH2:2][O:3][CH2:4][CH2:5][O:6][CH2:7][CH2:8][O:9][CH2:10][CH2:11][O:12][CH2:13][CH2:14][O:15][CH2:16][CH2:17][OH:18].[OH-].[Na+].Br[CH2:23][CH2:24][CH2:25][CH2:26][CH2:27][CH2:28][CH2:29][CH2:30][CH2:31][CH:32]=[CH2:33], predict the reaction product. The product is: [CH2:33]([O:18][CH2:17][CH2:16][O:15][CH2:14][CH2:13][O:12][CH2:11][CH2:10][O:9][CH2:8][CH2:7][O:6][CH2:5][CH2:4][O:3][CH2:2][CH2:1][OH:19])[CH2:32][CH2:31][CH2:30][CH2:29][CH2:28][CH2:27][CH2:26][CH2:25][CH:24]=[CH2:23]. (5) The product is: [CH3:15][N:10]1[C:11]2[C:7](=[C:6]([CH:3]3[CH2:4][CH2:5][O:1][CH2:2]3)[CH:14]=[CH:13][CH:12]=2)[C:8]2([C:20]3=[CH:21][C:22]4[O:26][CH2:25][O:24][C:23]=4[CH:27]=[C:19]3[O:18][CH2:17]2)[C:9]1=[O:16]. Given the reactants [O:1]1[CH:5]=[CH:4][C:3]([C:6]2[CH:14]=[CH:13][CH:12]=[C:11]3[C:7]=2[C:8]2([C:20]4=[CH:21][C:22]5[O:26][CH2:25][O:24][C:23]=5[CH:27]=[C:19]4[O:18][CH2:17]2)[C:9](=[O:16])[N:10]3[CH3:15])=[CH:2]1.[H][H], predict the reaction product. (6) Given the reactants CS(O[CH:6]([C:24]1[CH:29]=[CH:28][CH:27]=[CH:26][C:25]=1[F:30])[CH2:7][N:8]1[C:16]2[CH:15]=[CH:14][C:13](Cl)=[CH:12][C:11]=2[C:10]2[CH2:18][CH2:19][N:20]([CH3:23])[CH2:21][CH2:22][C:9]1=2)(=O)=O.O, predict the reaction product. The product is: [F:30][C:25]1[CH:26]=[CH:27][CH:28]=[CH:29][C:24]=1[CH2:6][CH2:7][N:8]1[C:16]2[CH:15]=[CH:14][CH:13]=[CH:12][C:11]=2[C:10]2[CH2:18][CH2:19][N:20]([CH3:23])[CH2:21][CH2:22][C:9]1=2. (7) Given the reactants Cl[C:2]1[C:7]([C:8]([OH:10])=[O:9])=[CH:6][N:5]=[C:4]([Cl:11])[C:3]=1[Cl:12].[NH2:13][C:14]1[C:15]([CH3:20])=[CH:16][CH:17]=[CH:18][CH:19]=1, predict the reaction product. The product is: [Cl:12][C:3]1[C:4]([Cl:11])=[N:5][CH:6]=[C:7]([C:2]=1[NH:13][C:14]1[CH:19]=[CH:18][CH:17]=[CH:16][C:15]=1[CH3:20])[C:8]([OH:10])=[O:9]. (8) Given the reactants CN(C(ON1N=NC2C=CC=NC1=2)=[N+](C)C)C.F[P-](F)(F)(F)(F)F.[Cl:25][C:26]1[CH:27]=[C:28]([C:53](O)=[O:54])[CH:29]=[N:30][C:31]=1[CH2:32][NH:33][C:34]([NH:36][CH:37]1[C:43]2[CH:44]=[N:45][CH:46]=[CH:47][C:42]=2[CH2:41][CH2:40][C:39]2[C:48]([F:52])=[CH:49][CH:50]=[CH:51][C:38]1=2)=[O:35].Cl.[NH2:57][C@@H:58]1[CH2:62][CH2:61][N:60]([CH3:63])[C:59]1=[O:64], predict the reaction product. The product is: [Cl:25][C:26]1[CH:27]=[C:28]([C:53]([NH:57][C@@H:58]2[CH2:62][CH2:61][N:60]([CH3:63])[C:59]2=[O:64])=[O:54])[CH:29]=[N:30][C:31]=1[CH2:32][NH:33][C:34]([NH:36][CH:37]1[C:43]2[CH:44]=[N:45][CH:46]=[CH:47][C:42]=2[CH2:41][CH2:40][C:39]2[C:48]([F:52])=[CH:49][CH:50]=[CH:51][C:38]1=2)=[O:35]. (9) Given the reactants [NH2:1][C:2]1[CH:3]=[C:4]([CH:8]=[CH:9][C:10]=1[F:11])[C:5]([OH:7])=O.CCN=C=N[CH2:17][CH2:18][CH2:19][N:20](C)C.Cl.C1C=CC2N(O)N=NC=2C=1.CN1CCOCC1.C1(N)CC1, predict the reaction product. The product is: [NH2:1][C:2]1[CH:3]=[C:4]([CH:8]=[CH:9][C:10]=1[F:11])[C:5]([NH:20][CH:19]1[CH2:17][CH2:18]1)=[O:7].